This data is from Reaction yield outcomes from USPTO patents with 853,638 reactions. The task is: Predict the reaction yield, written as a fraction of the theoretical maximum amount of product (1.0 means a 100% yield; for example, 0.34 means a 34% yield). (1) No catalyst specified. The yield is 0.340. The reactants are [CH3:1][C:2]1[N:3]=[C:4]([NH2:7])[S:5][CH:6]=1.[CH3:8][O:9][CH2:10][CH2:11][Br:12]. The product is [BrH:12].[CH3:8][O:9][CH2:10][CH2:11][N:3]1[C:2]([CH3:1])=[CH:6][S:5][C:4]1=[NH:7]. (2) The reactants are [NH:1]([C:3]([CH:5]1[CH2:8][N:7]([C:9]([O:11][CH2:12][C:13]2[CH:18]=[CH:17][CH:16]=[CH:15][CH:14]=2)=[O:10])[CH2:6]1)=[O:4])[NH2:2].[C:19]([O:23][C:24]([N:26]1[CH2:31][CH2:30][CH2:29][CH:28]([C:32]2[CH:37]=[CH:36][CH:35]=[CH:34][CH:33]=2)[CH:27]1[C:38](O)=[O:39])=[O:25])([CH3:22])([CH3:21])[CH3:20].Cl.CN(C)CCCN=C=NCC.ON1C2N=CC=CC=2N=N1.S([O-])(O)(=O)=O.[K+]. The catalyst is CN(C=O)C.O.CCOC(C)=O. The product is [CH2:12]([O:11][C:9]([N:7]1[CH2:8][CH:5]([C:3]([NH:1][NH:2][C:38]([CH:27]2[CH:28]([C:32]3[CH:37]=[CH:36][CH:35]=[CH:34][CH:33]=3)[CH2:29][CH2:30][CH2:31][N:26]2[C:24]([O:23][C:19]([CH3:22])([CH3:21])[CH3:20])=[O:25])=[O:39])=[O:4])[CH2:6]1)=[O:10])[C:13]1[CH:18]=[CH:17][CH:16]=[CH:15][CH:14]=1. The yield is 0.310. (3) The reactants are [C:1]([C:5]1[CH:10]=[CH:9][C:8]([N+:11]([O-])=O)=[CH:7][C:6]=1[OH:14])([CH3:4])([CH3:3])[CH3:2].C([O-])=O.[NH4+]. The product is [C:1]([C:5]1[CH:10]=[CH:9][C:8]([NH2:11])=[CH:7][C:6]=1[OH:14])([CH3:4])([CH3:2])[CH3:3]. The catalyst is CCO.[Pd]. The yield is 0.870. (4) The catalyst is C1COCC1. The reactants are [C:1]1([N:7]([C:16]2[CH:21]=[CH:20][CH:19]=[CH:18][CH:17]=2)[C:8]2[CH:15]=[CH:14][C:11]([CH:12]=[O:13])=[CH:10][CH:9]=2)[CH:6]=[CH:5][CH:4]=[CH:3][CH:2]=1.[H-].[H-].[H-].[H-].[Li+].[Al+3]. The product is [C:1]1([N:7]([C:16]2[CH:21]=[CH:20][CH:19]=[CH:18][CH:17]=2)[C:8]2[CH:15]=[CH:14][C:11]([CH2:12][OH:13])=[CH:10][CH:9]=2)[CH:6]=[CH:5][CH:4]=[CH:3][CH:2]=1. The yield is 0.970. (5) The catalyst is C(Cl)Cl. The product is [Cl:1][C:2]1[C:3]([F:9])=[C:4]([NH:5][CH:11]([C:13]2[CH:14]=[C:15]([C:30]([O:32][CH3:33])=[O:31])[CH:16]=[C:17]3[C:22]=2[O:21][C:20]([N:23]2[CH2:28][CH2:27][O:26][CH2:25][CH2:24]2)=[CH:19][C:18]3=[O:29])[CH3:12])[CH:6]=[CH:7][CH:8]=1. The yield is 0.820. The reactants are [Cl:1][C:2]1[C:3]([F:9])=[C:4]([CH:6]=[CH:7][CH:8]=1)[NH2:5].Br[CH:11]([C:13]1[CH:14]=[C:15]([C:30]([O:32][CH3:33])=[O:31])[CH:16]=[C:17]2[C:22]=1[O:21][C:20]([N:23]1[CH2:28][CH2:27][O:26][CH2:25][CH2:24]1)=[CH:19][C:18]2=[O:29])[CH3:12]. (6) The reactants are [F:1][C:2]([F:7])([F:6])[C:3]([OH:5])=[O:4].FC(F)(F)C(O)=O.[Cl:15][C:16]1[CH:17]=[N:18][C:19]2[NH:20][C:21]3[CH:22]=[CH:23][CH:24]=[C:25]([CH:38]=3)[CH2:26][CH2:27][C:28]3[CH:36]=[C:32]([NH:33][C:34]=1[N:35]=2)[CH:31]=[C:30]([NH2:37])[CH:29]=3.[S:39]1[CH:43]=[CH:42][N:41]=[C:40]1[C:44](Cl)=[O:45]. No catalyst specified. The product is [F:1][C:2]([F:7])([F:6])[C:3]([OH:5])=[O:4].[Cl:15][C:16]1[CH:17]=[N:18][C:19]2[NH:20][C:21]3[CH:22]=[CH:23][CH:24]=[C:25]([CH:38]=3)[CH2:26][CH2:27][C:28]3[CH:36]=[C:32]([NH:33][C:34]=1[N:35]=2)[CH:31]=[C:30]([NH:37][C:44]([C:40]1[S:39][CH:43]=[CH:42][N:41]=1)=[O:45])[CH:29]=3. The yield is 0.370. (7) The catalyst is C(Cl)Cl. The yield is 0.760. The reactants are [CH2:1]([N:3]([CH2:11][C:12]1[CH:13]=[N:14][CH:15]=[C:16]([C:19]2[CH:20]=[C:21]3[C:25](=[CH:26][CH:27]=2)[N:24]([CH:28]2[CH2:33][CH2:32][CH2:31][CH2:30][O:29]2)[N:23]=[C:22]3[C:34]2[NH:35][C:36]([C:39]([NH:41][CH2:42][C:43]3C=N[CH:46]=[CH:47][CH:48]=3)=[O:40])=[CH:37][N:38]=2)[C:17]=1[CH3:18])[C:4](=[O:10])[O:5][C:6]([CH3:9])([CH3:8])[CH3:7])[CH3:2].[C:49](OC(N(CC1C(C)=C(C2C=C3C(=CC=2)N(C2CCCCO2)N=C3C2NC(C(O)=O)=CN=2)C=NC=1)CC)=O)(C)(C)C.CCN(CC)CC.C1(N)CCCCC1.CN(C(ON1N=NC2C=CC=NC1=2)=[N+](C)C)C.F[P-](F)(F)(F)(F)F. The product is [CH:42]1([NH:41][C:39]([C:36]2[NH:35][C:34]([C:22]3[C:21]4[C:25](=[CH:26][CH:27]=[C:19]([C:16]5[C:17]([CH3:18])=[C:12]([CH2:11][N:3]([CH2:1][CH3:2])[C:4](=[O:10])[O:5][C:6]([CH3:7])([CH3:8])[CH3:9])[CH:13]=[N:14][CH:15]=5)[CH:20]=4)[N:24]([CH:28]4[CH2:33][CH2:32][CH2:31][CH2:30][O:29]4)[N:23]=3)=[N:38][CH:37]=2)=[O:40])[CH2:49][CH2:46][CH2:47][CH2:48][CH2:43]1.